From a dataset of Catalyst prediction with 721,799 reactions and 888 catalyst types from USPTO. Predict which catalyst facilitates the given reaction. Reactant: [C:1]([C:5]1[CH:6]=[C:7]([NH:24][C:25]([NH:27][C@@H:28]2[C:37]3[C:32](=[CH:33][CH:34]=[CH:35][CH:36]=3)[C@H:31]([O:38][C:39]3[CH:40]=[CH:41][C:42]4[N:43]([C:45]([C@@H:48]5[CH2:52][CH2:51][CH2:50][N:49]5[CH3:53])=[N:46][N:47]=4)[CH:44]=3)[CH2:30][CH2:29]2)=[O:26])[N:8]([C:10]2[CH:15]=[CH:14][C:13]([O:16][Si](C(C)(C)C)(C)C)=[CH:12][CH:11]=2)[N:9]=1)([CH3:4])([CH3:3])[CH3:2].CCCC[N+](CCCC)(CCCC)CCCC.[F-]. Product: [C:1]([C:5]1[CH:6]=[C:7]([NH:24][C:25]([NH:27][C@@H:28]2[C:37]3[C:32](=[CH:33][CH:34]=[CH:35][CH:36]=3)[C@H:31]([O:38][C:39]3[CH:40]=[CH:41][C:42]4[N:43]([C:45]([C@@H:48]5[CH2:52][CH2:51][CH2:50][N:49]5[CH3:53])=[N:46][N:47]=4)[CH:44]=3)[CH2:30][CH2:29]2)=[O:26])[N:8]([C:10]2[CH:15]=[CH:14][C:13]([OH:16])=[CH:12][CH:11]=2)[N:9]=1)([CH3:4])([CH3:2])[CH3:3]. The catalyst class is: 20.